Dataset: Full USPTO retrosynthesis dataset with 1.9M reactions from patents (1976-2016). Task: Predict the reactants needed to synthesize the given product. (1) The reactants are: C(N(C(C)C)CC)(C)C.ClC(OC1C=CC([N+]([O-])=O)=CC=1)=O.[NH2:23][C@H:24]([CH2:44][C:45]1[CH:50]=[CH:49][C:48]([O:51][CH3:52])=[CH:47][CH:46]=1)[C:25]([N:27]1[CH2:32][CH2:31][C:30]([C:39](=[O:43])CCC)([CH:33]2[CH2:38][CH2:37][CH2:36][CH2:35][CH2:34]2)[CH2:29][CH2:28]1)=[O:26].F[C:54](F)(F)[C:55]([OH:57])=O.FC(F)(F)[C:62]([OH:64])=O.[NH:67]1[CH:71]=[C:70]([CH2:72][CH2:73][CH2:74][CH2:75][CH2:76][NH2:77])[N:69]=[CH:68]1. Given the product [CH:33]1([C:30]2([C:39]([O:57][CH2:55][CH3:54])=[O:43])[CH2:31][CH2:32][N:27]([C:25](=[O:26])[C@H:24]([NH:23][C:62]([NH:77][CH2:76][CH2:75][CH2:74][CH2:73][CH2:72][C:70]3[N:69]=[CH:68][NH:67][CH:71]=3)=[O:64])[CH2:44][C:45]3[CH:46]=[CH:47][C:48]([O:51][CH3:52])=[CH:49][CH:50]=3)[CH2:28][CH2:29]2)[CH2:34][CH2:35][CH2:36][CH2:37][CH2:38]1, predict the reactants needed to synthesize it. (2) Given the product [CH3:1][C:2]1[NH:3][C:4]([C:15]2[CH:20]=[CH:19][CH:18]=[CH:17][C:16]=2[O:21][C:22]2[CH:27]=[CH:26][CH:25]=[CH:24][CH:23]=2)=[C:5]2[CH:10]=[C:9]([C:11]3[O:13][N:48]=[C:41]([C:42]4[CH:43]=[N:44][CH:45]=[CH:46][CH:47]=4)[N:40]=3)[NH:8][C:7](=[O:14])[C:6]=12, predict the reactants needed to synthesize it. The reactants are: [CH3:1][C:2]1[NH:3][C:4]([C:15]2[CH:20]=[CH:19][CH:18]=[CH:17][C:16]=2[O:21][C:22]2[CH:27]=[CH:26][CH:25]=[CH:24][CH:23]=2)=[C:5]2[CH:10]=[C:9]([C:11]([OH:13])=O)[NH:8][C:7](=[O:14])[C:6]=12.C(N=C=NCCCN(C)C)C.O/[N:40]=[C:41](\[NH2:48])/[C:42]1[CH:47]=[CH:46][CH:45]=[N:44][CH:43]=1.